This data is from Forward reaction prediction with 1.9M reactions from USPTO patents (1976-2016). The task is: Predict the product of the given reaction. (1) Given the reactants CO[C:3]([C:5]1[NH:6][C:7]2[CH:8]=[C:9]([NH:19][C:20]([O:22][C:23]([CH3:26])([CH3:25])[CH3:24])=[O:21])[CH:10]=[C:11]3[C:17](=[O:18])[NH:16][N:15]=[CH:14][C:13]=1[C:12]=23)=O.[CH2:27]([Sn](CCCC)(CCCC)C=C)CCC, predict the reaction product. The product is: [C:23]([O:22][C:20](=[O:21])[NH:19][C:9]1[CH:10]=[C:11]2[C:17](=[O:18])[NH:16][N:15]=[CH:14][C:13]3=[C:5]([CH:3]=[CH2:27])[NH:6][C:7]([CH:8]=1)=[C:12]23)([CH3:25])([CH3:26])[CH3:24]. (2) Given the reactants [C:1]([O:5][C:6]([N:8]1[C@@H:12]([CH2:13][C:14]([CH3:34])([CH3:33])[CH2:15][C:16]([N:18]2[C:27]3[C:22](=[CH:23][CH:24]=[CH:25][CH:26]=3)[CH2:21][CH:20]([NH:28][C:29]([O:31][CH3:32])=[O:30])[CH2:19]2)=[O:17])[CH2:11][O:10]C1(C)C)=[O:7])([CH3:4])([CH3:3])[CH3:2].O.C1(C)C=CC(S(O)(=O)=O)=CC=1, predict the reaction product. The product is: [CH3:32][O:31][C:29](=[O:30])[NH:28][CH:20]1[CH2:21][C:22]2[C:27](=[CH:26][CH:25]=[CH:24][CH:23]=2)[N:18]([C:16](=[O:17])[CH2:15][C:14]([CH3:34])([CH3:33])[CH2:13][C@H:12]([NH:8][C:6]([O:5][C:1]([CH3:2])([CH3:4])[CH3:3])=[O:7])[CH2:11][OH:10])[CH2:19]1. (3) Given the reactants C([O:3][C:4]([C:6]1[C:7]([CH:24]2[CH2:29][CH2:28][CH2:27][CH2:26][CH2:25]2)([OH:23])[C:8]2[C:13]([C:14]=1[C:15]1[CH:20]=[CH:19][CH:18]=[CH:17][CH:16]=1)=[CH:12][CH:11]=[C:10]([O:21][CH3:22])[CH:9]=2)=[O:5])C.[OH-].[Na+], predict the reaction product. The product is: [CH:24]1([C:7]2([OH:23])[C:8]3[C:13](=[CH:12][CH:11]=[C:10]([O:21][CH3:22])[CH:9]=3)[C:14]([C:15]3[CH:20]=[CH:19][CH:18]=[CH:17][CH:16]=3)=[C:6]2[C:4]([OH:5])=[O:3])[CH2:25][CH2:26][CH2:27][CH2:28][CH2:29]1. (4) Given the reactants [Br:1][C:2]1[CH:3]=[N:4][C:5]([N:8]2[C:16]3[C:11](=[CH:12][CH:13]=[C:14]([C:17]([OH:19])=O)[CH:15]=3)[C:10]([S:20][CH3:21])=[CH:9]2)=[N:6][CH:7]=1.Cl.[CH3:23][NH:24][CH2:25][C:26]([O:28][CH3:29])=[O:27].CSC1C2C(=CC(C(N3C[C@@H]4C[C@H]3CN4C(OC(C)(C)C)=O)=O)=CC=2)N(C2N=CC(C3C=CC=CN=3)=CN=2)C=1, predict the reaction product. The product is: [Br:1][C:2]1[CH:3]=[N:4][C:5]([N:8]2[C:16]3[C:11](=[CH:12][CH:13]=[C:14]([C:17]([N:24]([CH2:25][C:26]([O:28][CH3:29])=[O:27])[CH3:23])=[O:19])[CH:15]=3)[C:10]([S:20][CH3:21])=[CH:9]2)=[N:6][CH:7]=1.